Dataset: Reaction yield outcomes from USPTO patents with 853,638 reactions. Task: Predict the reaction yield, written as a fraction of the theoretical maximum amount of product (1.0 means a 100% yield; for example, 0.34 means a 34% yield). The reactants are [N+:1]([C:4]1[CH:9]=[CH:8][C:7]([CH2:10][CH:11]([NH2:22])[C:12]2[N:13]=[C:14]([C:17]3[S:18][CH:19]=[CH:20][CH:21]=3)[S:15][CH:16]=2)=[CH:6][CH:5]=1)([O-:3])=[O:2].[Cl:23][C:24]1[CH:25]=[C:26]([CH2:30][C:31](O)=[O:32])[CH:27]=[CH:28][CH:29]=1.ON1C2C=CC=CC=2N=N1.CN(C)CCCN=C=NCC.C(N(CC)CC)C. The catalyst is CN(C=O)C.O. The product is [Cl:23][C:24]1[CH:25]=[C:26]([CH2:30][C:31]([NH:22][C@H:11]([C:12]2[N:13]=[C:14]([C:17]3[S:18][CH:19]=[CH:20][CH:21]=3)[S:15][CH:16]=2)[CH2:10][C:7]2[CH:6]=[CH:5][C:4]([N+:1]([O-:3])=[O:2])=[CH:9][CH:8]=2)=[O:32])[CH:27]=[CH:28][CH:29]=1. The yield is 0.600.